This data is from NCI-60 drug combinations with 297,098 pairs across 59 cell lines. The task is: Regression. Given two drug SMILES strings and cell line genomic features, predict the synergy score measuring deviation from expected non-interaction effect. Drug 1: CN1CCC(CC1)COC2=C(C=C3C(=C2)N=CN=C3NC4=C(C=C(C=C4)Br)F)OC. Drug 2: CCN(CC)CCNC(=O)C1=C(NC(=C1C)C=C2C3=C(C=CC(=C3)F)NC2=O)C. Cell line: NCI-H226. Synergy scores: CSS=8.00, Synergy_ZIP=-0.317, Synergy_Bliss=3.64, Synergy_Loewe=-2.50, Synergy_HSA=0.837.